This data is from Catalyst prediction with 721,799 reactions and 888 catalyst types from USPTO. The task is: Predict which catalyst facilitates the given reaction. (1) Reactant: C([N:4]1[C:12]2[C:7](=[CH:8][CH:9]=[CH:10][CH:11]=2)[C:6](=[O:13])[C:5]1=[CH:14][C:15]([C:24]#[N:25])=[C:16]1[N:20]([CH3:21])[CH2:19][CH:18]([CH2:22][OH:23])[O:17]1)(=O)C. The catalyst class is: 5. Product: [C:24]([C:15](=[C:16]1[N:20]([CH3:21])[CH2:19][CH:18]([CH2:22][OH:23])[O:17]1)[CH:14]=[C:5]1[C:6](=[O:13])[C:7]2[C:12](=[CH:11][CH:10]=[CH:9][CH:8]=2)[NH:4]1)#[N:25]. (2) Reactant: [H-].[Na+].[CH3:3][CH:4]([OH:8])[C:5]#[C:6][CH3:7].[Cl:9][C:10]1[CH:15]=[C:14](Cl)[N:13]=[CH:12][N:11]=1.[Cl-].[NH4+]. Product: [Cl:9][C:10]1[CH:15]=[C:14]([O:8][CH:4]([CH3:3])[C:5]#[C:6][CH3:7])[N:13]=[CH:12][N:11]=1. The catalyst class is: 7. (3) Reactant: I[C:2]1[C:10]2[C:5](=[N:6][CH:7]=[C:8]([NH:11][C:12](=[O:14])[CH3:13])[CH:9]=2)[N:4]([CH3:15])[N:3]=1.[OH:16][C:17]1[CH:18]=[C:19](B(O)O)[CH:20]=[CH:21][CH:22]=1.P([O-])([O-])([O-])=O.[K+].[K+].[K+].C1CCC(P(C2C(C3C=CC=CC=3)=CC=CC=2)C2CCCCC2)CC1. Product: [OH:16][C:17]1[CH:22]=[C:21]([C:2]2[C:10]3[C:5](=[N:6][CH:7]=[C:8]([NH:11][C:12](=[O:14])[CH3:13])[CH:9]=3)[N:4]([CH3:15])[N:3]=2)[CH:20]=[CH:19][CH:18]=1. The catalyst class is: 706.